From a dataset of TCR-epitope binding with 47,182 pairs between 192 epitopes and 23,139 TCRs. Binary Classification. Given a T-cell receptor sequence (or CDR3 region) and an epitope sequence, predict whether binding occurs between them. (1) The epitope is GTSGSPIVNR. The TCR CDR3 sequence is CASSPTGGGYEQYF. Result: 1 (the TCR binds to the epitope). (2) The epitope is NYSGVVTTVMF. The TCR CDR3 sequence is CASSQHVRDWQFF. Result: 0 (the TCR does not bind to the epitope). (3) The TCR CDR3 sequence is CASSQDLAGFYEQYF. Result: 0 (the TCR does not bind to the epitope). The epitope is AYILFTRFFYV.